Dataset: Forward reaction prediction with 1.9M reactions from USPTO patents (1976-2016). Task: Predict the product of the given reaction. (1) Given the reactants [F:1][C:2]([F:17])([F:16])[C:3]1[CH:8]=[CH:7][C:6]([CH:9]2[CH2:14][CH2:13][O:12][C:11](=[O:15])[CH2:10]2)=[CH:5][CH:4]=1.F[C:19](F)(F)C1C=CC(B(O)O)=CC=1.O1CCC=CC1=O.C([N-]C(C)C)(C)C.[Li+].C([Li])CCC.C(NC(C)C)(C)C.IC, predict the reaction product. The product is: [CH3:19][CH:10]1[CH:9]([C:6]2[CH:5]=[CH:4][C:3]([C:2]([F:1])([F:16])[F:17])=[CH:8][CH:7]=2)[CH2:14][CH2:13][O:12][C:11]1=[O:15]. (2) Given the reactants [Br:1][C:2]1[CH:3]=[CH:4][C:5]([OH:30])=[C:6]([CH:29]=1)[C:7]([NH:9][C:10]1[S:11][C:12]([C:26](O)=[O:27])=[C:13]([C:15]2[C:20]([F:21])=[C:19]([F:22])[C:18]([F:23])=[C:17]([F:24])[C:16]=2[F:25])[N:14]=1)=[O:8].[CH2:31]([NH2:33])[CH3:32], predict the reaction product. The product is: [Br:1][C:2]1[CH:3]=[CH:4][C:5]([OH:30])=[C:6]([CH:29]=1)[C:7]([NH:9][C:10]1[S:11][C:12]([C:26]([NH:33][CH2:31][CH3:32])=[O:27])=[C:13]([C:15]2[C:20]([F:21])=[C:19]([F:22])[C:18]([F:23])=[C:17]([F:24])[C:16]=2[F:25])[N:14]=1)=[O:8]. (3) Given the reactants [Cl:1][C:2]1[C:3]([C:15]#[CH:16])=[N:4][CH:5]=[C:6]([C:8]2[CH:13]=[CH:12][C:11]([Cl:14])=[CH:10][CH:9]=2)[CH:7]=1.I[C:18]1[CH:27]=[CH:26][C:21]([O:22][CH2:23][CH2:24][OH:25])=[CH:20][CH:19]=1, predict the reaction product. The product is: [Cl:1][C:2]1[C:3]([C:15]#[C:16][C:18]2[CH:27]=[CH:26][C:21]([O:22][CH2:23][CH2:24][OH:25])=[CH:20][CH:19]=2)=[N:4][CH:5]=[C:6]([C:8]2[CH:13]=[CH:12][C:11]([Cl:14])=[CH:10][CH:9]=2)[CH:7]=1. (4) Given the reactants [NH2:1][CH2:2][C:3]1[CH:10]=[CH:9][C:6]([CH2:7][NH2:8])=[CH:5][CH:4]=1.[CH3:11][C:12]([O:15][C:16](O[C:16]([O:15][C:12]([CH3:14])([CH3:13])[CH3:11])=[O:17])=[O:17])([CH3:14])[CH3:13], predict the reaction product. The product is: [C:12]([O:15][C:16](=[O:17])[NH:1][CH2:2][C:3]1[CH:10]=[CH:9][C:6]([CH2:7][NH2:8])=[CH:5][CH:4]=1)([CH3:14])([CH3:13])[CH3:11].